Dataset: Forward reaction prediction with 1.9M reactions from USPTO patents (1976-2016). Task: Predict the product of the given reaction. (1) Given the reactants O(CC)[C:2]([S-])=[S:3].[K+].[Cl:8][C:9]1[CH:14]=[CH:13][C:12]([OH:15])=[C:11]([NH2:16])[CH:10]=1, predict the reaction product. The product is: [Cl:8][C:9]1[CH:14]=[CH:13][C:12]2[O:15][C:2]([SH:3])=[N:16][C:11]=2[CH:10]=1. (2) Given the reactants [F:1][C:2]1[CH:3]=[C:4]([NH:9][C:10]2[N:14]=[C:13]([CH2:15][CH2:16][C:17]([OH:19])=O)[N:12]([C:20]3[CH:29]=[CH:28][C:23]4[O:24][CH2:25][CH2:26][O:27][C:22]=4[CH:21]=3)[N:11]=2)[CH:5]=[CH:6][C:7]=1[F:8].ON1C2C=CC=CC=2N=N1.Cl.[CH3:41][N:42](C)[CH2:43]CCN=C=NCC.C(N(C(C)C)C(C)C)C.Cl.CNC, predict the reaction product. The product is: [F:1][C:2]1[CH:3]=[C:4]([NH:9][C:10]2[N:14]=[C:13]([CH2:15][CH2:16][C:17]([N:42]([CH3:43])[CH3:41])=[O:19])[N:12]([C:20]3[CH:29]=[CH:28][C:23]4[O:24][CH2:25][CH2:26][O:27][C:22]=4[CH:21]=3)[N:11]=2)[CH:5]=[CH:6][C:7]=1[F:8]. (3) Given the reactants [C:1]1(B(O)O)[CH:6]=[CH:5][CH:4]=[CH:3][CH:2]=1.Br[C:11]1[C:20]2[C:15](=[CH:16][CH:17]=[CH:18][CH:19]=2)[C:14]([Br:21])=[CH:13][CH:12]=1.C(COC)OC.C(=O)([O-])[O-].[Na+].[Na+], predict the reaction product. The product is: [Br:21][C:14]1[C:15]2[C:20](=[CH:19][CH:18]=[CH:17][CH:16]=2)[C:11]([C:1]2[CH:6]=[CH:5][CH:4]=[CH:3][CH:2]=2)=[CH:12][CH:13]=1. (4) Given the reactants [OH:1][CH2:2][CH2:3][NH:4][C:5]([C:7]1[C:8]2[S:16][CH:15]=[C:14]([CH2:17][O:18][C:19]3[CH:24]=[CH:23][CH:22]=[C:21]([NH:25][C:26](=[O:33])[C:27]4[CH:32]=[CH:31][CH:30]=[CH:29][CH:28]=4)[CH:20]=3)[C:9]=2[C:10]([NH2:13])=[N:11][CH:12]=1)=[O:6].[ClH:34], predict the reaction product. The product is: [ClH:34].[OH:1][CH2:2][CH2:3][NH:4][C:5]([C:7]1[C:8]2[S:16][CH:15]=[C:14]([CH2:17][O:18][C:19]3[CH:24]=[CH:23][CH:22]=[C:21]([NH:25][C:26](=[O:33])[C:27]4[CH:32]=[CH:31][CH:30]=[CH:29][CH:28]=4)[CH:20]=3)[C:9]=2[C:10]([NH2:13])=[N:11][CH:12]=1)=[O:6]. (5) Given the reactants CS(C)=O.C(Cl)(=O)C(Cl)=O.[CH3:11][N:12]1[CH2:17][CH2:16][N:15]([C:18]2[CH:23]=[CH:22][C:21]([CH2:24][OH:25])=[CH:20][CH:19]=2)[CH2:14][CH2:13]1.C(N(CC)CC)C, predict the reaction product. The product is: [CH3:11][N:12]1[CH2:17][CH2:16][N:15]([C:18]2[CH:23]=[CH:22][C:21]([CH:24]=[O:25])=[CH:20][CH:19]=2)[CH2:14][CH2:13]1. (6) Given the reactants O[CH2:2][CH2:3][CH2:4][CH2:5][CH2:6][CH2:7][C:8]1[C:14]2[CH:15]=[CH:16][C:17]([OH:19])=[CH:18][C:13]=2[CH2:12][CH2:11][CH2:10][C:9]=1[C:20]1[CH:25]=[CH:24][CH:23]=[C:22]([OH:26])[CH:21]=1.C1(P(C2C=CC=CC=2)C2C=CC=CC=2)C=CC=CC=1.C(Br)(Br)(Br)[Br:47], predict the reaction product. The product is: [Br:47][CH2:2][CH2:3][CH2:4][CH2:5][CH2:6][CH2:7][C:8]1[C:14]2[CH:15]=[CH:16][C:17]([OH:19])=[CH:18][C:13]=2[CH2:12][CH2:11][CH2:10][C:9]=1[C:20]1[CH:25]=[CH:24][CH:23]=[C:22]([OH:26])[CH:21]=1. (7) Given the reactants O[CH2:2][C:3]1[CH:4]=[C:5]([CH:9]=[CH:10][C:11]=1OC)[C:6]([OH:8])=[O:7].C1(P(C2C=CC=CC=2)C2C=CC=CC=2)C=CC=CC=1.C(OC(N=NC(OC(C)(C)C)=O)=O)(C)(C)C.[F:49][C:50]1[CH:67]=[CH:66][C:53]2[N:54]([CH2:58][C:59]([O:61][C:62]([CH3:65])([CH3:64])[CH3:63])=[O:60])[C:55]([SH:57])=[N:56][C:52]=2[CH:51]=1, predict the reaction product. The product is: [C:62]([O:61][C:59](=[O:60])[CH2:58][N:54]1[C:53]2[CH:66]=[CH:67][C:50]([F:49])=[CH:51][C:52]=2[N:56]=[C:55]1[S:57][CH2:2][C:3]1[CH:11]=[CH:10][CH:9]=[C:5]([C:6]([OH:8])=[O:7])[CH:4]=1)([CH3:65])([CH3:63])[CH3:64]. (8) Given the reactants [OH:1][CH2:2][C:3]1[CH:4]=[C:5]([CH:27]=[C:28]([C:30]([F:33])([F:32])[F:31])[CH:29]=1)[CH2:6][C:7]1[CH:8]=[C:9]2[C:13](=[CH:14][CH:15]=1)[CH2:12][C@H:11]([NH:16]C(=O)OCC1C=CC=CC=1)[CH2:10]2.[H][H], predict the reaction product. The product is: [NH2:16][C@@H:11]1[CH2:10][C:9]2[C:13](=[CH:14][CH:15]=[C:7]([CH2:6][C:5]3[CH:4]=[C:3]([CH2:2][OH:1])[CH:29]=[C:28]([C:30]([F:31])([F:32])[F:33])[CH:27]=3)[CH:8]=2)[CH2:12]1.